This data is from Full USPTO retrosynthesis dataset with 1.9M reactions from patents (1976-2016). The task is: Predict the reactants needed to synthesize the given product. (1) Given the product [O:1]=[C:2]([NH:24][C:25]1[CH:30]=[CH:29][C:28]([S:31](=[O:33])(=[O:34])[NH2:32])=[CH:27][CH:26]=1)[CH2:3][CH2:4][CH2:5][CH2:6][CH2:7][N:8]([CH2:17][C:18]1[CH:23]=[CH:22][CH:21]=[CH:20][N:19]=1)[CH2:9][C:10]([OH:12])=[O:11], predict the reactants needed to synthesize it. The reactants are: [O:1]=[C:2]([NH:24][C:25]1[CH:30]=[CH:29][C:28]([S:31](=[O:34])(=[O:33])[NH2:32])=[CH:27][CH:26]=1)[CH2:3][CH2:4][CH2:5][CH2:6][CH2:7][N:8]([CH2:17][C:18]1[CH:23]=[CH:22][CH:21]=[CH:20][N:19]=1)[CH2:9][C:10]([O:12]C(C)(C)C)=[O:11]. (2) Given the product [CH2:23]([NH:27][C:30]([C:2]1[CH:3]=[C:4]([C:7]2[CH:12]=[CH:11][N:10]=[C:9]([NH:13][C:14]3[CH:19]=[CH:18][CH:17]=[C:16]([CH:20]([OH:22])[CH3:21])[CH:15]=3)[N:8]=2)[S:5][CH:6]=1)=[O:31])[CH:24]([CH3:26])[CH3:25], predict the reactants needed to synthesize it. The reactants are: Br[C:2]1[CH:3]=[C:4]([C:7]2[CH:12]=[CH:11][N:10]=[C:9]([NH:13][C:14]3[CH:15]=[C:16]([CH:20]([OH:22])[CH3:21])[CH:17]=[CH:18][CH:19]=3)[N:8]=2)[S:5][CH:6]=1.[CH2:23]([NH2:27])[CH:24]([CH3:26])[CH3:25].C1C[O:31][CH2:30]C1.C1CCN2C(=NCCC2)CC1. (3) The reactants are: [CH3:1][C:2]1([CH3:32])[CH2:7][O:6][CH2:5][CH2:4][N:3]1[C:8]([C:10]1[N:11]=[C:12]([C:26]2[CH:30]=[CH:29][N:28]([CH3:31])[CH:27]=2)[N:13]2[C:22]3[C:17](=[CH:18][C:19]([O:24][CH3:25])=[C:20]([OH:23])[CH:21]=3)[CH2:16][CH2:15][C:14]=12)=[O:9].C(N(CC)CC)C.[F:40][C:41]([F:54])([F:53])[S:42](O[S:42]([C:41]([F:54])([F:53])[F:40])(=[O:44])=[O:43])(=[O:44])=[O:43]. Given the product [CH3:1][C:2]1([CH3:32])[CH2:7][O:6][CH2:5][CH2:4][N:3]1[C:8]([C:10]1[N:11]=[C:12]([C:26]2[CH:30]=[CH:29][N:28]([CH3:31])[CH:27]=2)[N:13]2[C:22]3[C:17](=[CH:18][C:19]([O:24][CH3:25])=[C:20]([O:23][S:42]([C:41]([F:54])([F:53])[F:40])(=[O:44])=[O:43])[CH:21]=3)[CH2:16][CH2:15][C:14]=12)=[O:9], predict the reactants needed to synthesize it. (4) Given the product [C:1]([O:5][C:6]([N:8]1[CH:12]([CH2:13][F:14])[CH:11]([C:15]2[CH:20]=[CH:19][C:18]([C:33]3[CH:34]=[N:35][C:36]([C:39]#[N:40])=[N:37][CH:38]=3)=[CH:17][CH:16]=2)[O:10][C:9]1([CH3:31])[CH3:30])=[O:7])([CH3:2])([CH3:3])[CH3:4], predict the reactants needed to synthesize it. The reactants are: [C:1]([O:5][C:6]([N:8]1[CH:12]([CH2:13][F:14])[CH:11]([C:15]2[CH:20]=[CH:19][C:18](B3OC(C)(C)C(C)(C)O3)=[CH:17][CH:16]=2)[O:10][C:9]1([CH3:31])[CH3:30])=[O:7])([CH3:4])([CH3:3])[CH3:2].Br[C:33]1[CH:34]=[N:35][C:36]([C:39]#[N:40])=[N:37][CH:38]=1.C([O-])([O-])=O.[Na+].[Na+].